From a dataset of Catalyst prediction with 721,799 reactions and 888 catalyst types from USPTO. Predict which catalyst facilitates the given reaction. (1) Reactant: [C:1]([Br:5])(Br)(Br)Br.OC[C:8]1[CH:13]=[C:12]([O:14][CH3:15])[CH:11]=[C:10]([CH2:16][OH:17])[CH:9]=1.C1(P(C2C=CC=CC=2)C2C=CC=CC=2)C=CC=CC=1. Product: [Br:5][CH2:1][C:8]1[CH:13]=[C:12]([O:14][CH3:15])[CH:11]=[C:10]([CH2:16][OH:17])[CH:9]=1. The catalyst class is: 4. (2) Reactant: [N:1]1[C:9]2[C:4](=[N:5][CH:6]=[CH:7][CH:8]=2)[N:3]([CH2:10][C:11]2[CH:21]=[CH:20][C:14]3[N:15]=[C:16]([S:18][CH3:19])[S:17][C:13]=3[CH:12]=2)[CH:2]=1.C1C=C(Cl)C=C(C(OO)=[O:30])C=1. Product: [N:1]1[C:9]2[C:4](=[N:5][CH:6]=[CH:7][CH:8]=2)[N:3]([CH2:10][C:11]2[CH:21]=[CH:20][C:14]3[N:15]=[C:16]([S:18]([CH3:19])=[O:30])[S:17][C:13]=3[CH:12]=2)[CH:2]=1. The catalyst class is: 2. (3) Reactant: [F:1][C:2]1[CH:3]=[CH:4][C:5]2[S:9][CH:8]=[CH:7][C:6]=2[CH:10]=1.C([Li])CCC.C([O:19][B:20](OC(C)C)[O:21]C(C)C)(C)C. Product: [F:1][C:2]1[CH:3]=[CH:4][C:5]2[S:9][C:8]([B:20]([OH:21])[OH:19])=[CH:7][C:6]=2[CH:10]=1. The catalyst class is: 7. (4) Reactant: NCCCC(O)=O.O.[C:9]1([CH3:19])[CH:14]=[CH:13][C:12]([S:15]([OH:18])(=[O:17])=[O:16])=[CH:11][CH:10]=1.C(O)CCCCC. Product: [CH3:19][C:9]1[CH:14]=[CH:13][C:12]([S:15]([OH:18])(=[O:17])=[O:16])=[CH:11][CH:10]=1. The catalyst class is: 11. (5) Reactant: [Cl:1][C:2]1[CH:3]=[C:4]([C:18]([OH:20])=O)[C:5]2[C:10]([CH3:11])=[N:9][N:8]([CH:12]3[CH2:17][CH2:16][CH2:15][CH2:14][O:13]3)[C:6]=2[N:7]=1.[C:21]([O:25][C:26]([N:28]1[CH2:33][CH2:32][NH:31][C:30]([CH3:40])([C:34]2[CH:39]=[CH:38][CH:37]=[CH:36][CH:35]=2)[CH2:29]1)=[O:27])([CH3:24])([CH3:23])[CH3:22].CCN(C(C)C)C(C)C.O. Product: [C:21]([O:25][C:26]([N:28]1[CH2:33][CH2:32][N:31]([C:18]([C:4]2[C:5]3[C:10]([CH3:11])=[N:9][N:8]([CH:12]4[CH2:17][CH2:16][CH2:15][CH2:14][O:13]4)[C:6]=3[N:7]=[C:2]([Cl:1])[CH:3]=2)=[O:20])[C:30]([CH3:40])([C:34]2[CH:39]=[CH:38][CH:37]=[CH:36][CH:35]=2)[CH2:29]1)=[O:27])([CH3:24])([CH3:22])[CH3:23]. The catalyst class is: 3.